From a dataset of Experimentally validated miRNA-target interactions with 360,000+ pairs, plus equal number of negative samples. Binary Classification. Given a miRNA mature sequence and a target amino acid sequence, predict their likelihood of interaction. (1) The miRNA is cel-miR-1832a-3p with sequence UGGGCGGAGCGAAUCGAUGAU. The protein sequence of the target gene is MEEKYLPELMAEKDSLDPSFTHALRLVNQEIEKFQKGEGKDEEKYIDVVINKNMKLGQKVLIPVKQFPKFNFVGKLLGPRGNSLKRLQEETLTKMSILGKGSMRDKAKEEELRKSGEAKYFHLNDDLHVLIEVFAPPAEAYARMGHALEEIKKFLIPDYNDEIRQAQLQELTYLNGGSENADVPVVRGKPTLRTRGVPAPAITRGRGGVTARPVGVVVPRGTPTPRGVLSTRGPVSRGRGLLTPRARGVPPTGYRPPPPPPTQETYGEYDYDDGYGTAYDEQSYDSYDNSYSTPAQSGAD.... Result: 0 (no interaction). (2) The miRNA is hsa-miR-4432 with sequence AAAGACUCUGCAAGAUGCCU. The protein sequence of the target gene is MKAGKSERERSGRRRHRSGDALTTVVVKQERLSPEPVAHRRPDAPAASLSPPAAEPGHSGHRGSRARSPAKKKSKSSGRRSKSPRTKRSQSPHYPMVKVKQEREDHPRRGREDRQHREPSEQEHRRARNSERDRHRGHSRQGRSSDERPVSGQDRDRDSQNLQAQEEERDFHNARRREHRQQNESAGSEAQEVIPRPAGNRSKEVPVKEKPSFELSGALLEDTNTFRGVVIKYSEPPEARIPKKRWRLYPFKNDEVLPVMYIHRQSAYLLGRHRRIADIPIDHPSCSKQHAVFQYRLVEY.... Result: 0 (no interaction). (3) The miRNA is mmu-miR-3083-5p with sequence AGGCUGGGAAUAUUUCAGAGAU. The protein sequence of the target gene is MSEAVRVPSPATPLVVAAPAPEERKGKESEREKLPPIVSAGAGATAGLDRGAKGQISTFSSFISAVSPKKEAAENRSSPAHLVFPNIKNVREPPPICLDVRQKQRTSMDASSSEMKAPVLPEPILPIQPKTVKDFQEDVEKVKSSGDWKAVHDFYLTTFDSFPELNAAFKKDATASFNTIEDSGINAKFVNAVYDTLLNTPQDVQKTVLKGIINSLLREWKGPRTKDDLRAYFILLQNPQFNNTSTYVIYAHLLRQIATLVEADHHFLVHWFKKLSQKRFKQLVERLLQFISLRLFPAKP.... Result: 0 (no interaction). (4) The miRNA is hsa-miR-1258 with sequence AGUUAGGAUUAGGUCGUGGAA. The protein sequence of the target gene is MKIGSGFLSGGGGTGSSGGSGSGGGGSGGGGGGGSSGRRAEMEPTFPQGMVMFNHRLPPVTSFTRPAGSAAPPPQCVLSSSTSAAPAAEPPPPPAPDMTFKKEPAASAAAFPSQRTSWGFLQSLVSIKQEKPADPEEQQSHHHHHHHHYGGLFAGAEERSPGLGGGEGGSHGVIQDLSILHQHVQQQPAQHHRDVLLSSSSRTDDHHGTEEPKQDTNVKKAKRPKPESQGIKAKRKPSASSKPSLVGDGEGAILSPSQKPHICDHCSAAFRSSYHLRRHVLIHTGERPFQCSQCSMGFIQ.... Result: 1 (interaction).